From a dataset of Catalyst prediction with 721,799 reactions and 888 catalyst types from USPTO. Predict which catalyst facilitates the given reaction. Reactant: [H-].[Na+].[CH2:3]([C:5]1[C:9]([O:10][C:11]2[CH:12]=[C:13]([CH:16]=[CH:17][CH:18]=2)[C:14]#[N:15])=[C:8]([CH2:19][CH3:20])[NH:7][N:6]=1)[CH3:4].[CH3:21]I. Product: [CH2:3]([C:5]1[C:9]([O:10][C:11]2[CH:12]=[C:13]([CH:16]=[CH:17][CH:18]=2)[C:14]#[N:15])=[C:8]([CH2:19][CH3:20])[N:7]([CH3:21])[N:6]=1)[CH3:4]. The catalyst class is: 9.